This data is from Forward reaction prediction with 1.9M reactions from USPTO patents (1976-2016). The task is: Predict the product of the given reaction. Given the reactants [Si:1]([O:8][C@H:9]1[C@@H:13]([O:14][Si:15]([C:18]([CH3:21])([CH3:20])[CH3:19])([CH3:17])[CH3:16])[C@H:12]([N:22]2[CH:27]=[CH:26][C:25](=[O:28])[N:24]([CH2:29][C:30]3[CH:35]=[CH:34][C:33]([O:36][CH3:37])=[CH:32][CH:31]=3)[C:23]2=[O:38])[O:11][CH:10]1[C@H:39]([OH:71])[C@@H:40]([C:64]([O:66][C:67]([CH3:70])([CH3:69])[CH3:68])=[O:65])[NH:41][CH2:42][CH2:43][CH2:44][NH:45][C:46](=[O:63])[C@@H:47]([CH2:59][CH:60]([CH3:62])[CH3:61])[NH:48]C(=O)OCC1C=CC=CC=1)([C:4]([CH3:7])([CH3:6])[CH3:5])([CH3:3])[CH3:2], predict the reaction product. The product is: [NH2:48][C@H:47]([CH2:59][CH:60]([CH3:62])[CH3:61])[C:46]([NH:45][CH2:44][CH2:43][CH2:42][NH:41][C@@H:40]([C@H:39]([CH:10]1[C@@H:9]([O:8][Si:1]([C:4]([CH3:5])([CH3:6])[CH3:7])([CH3:3])[CH3:2])[C@@H:13]([O:14][Si:15]([C:18]([CH3:19])([CH3:20])[CH3:21])([CH3:16])[CH3:17])[C@H:12]([N:22]2[CH:27]=[CH:26][C:25](=[O:28])[N:24]([CH2:29][C:30]3[CH:31]=[CH:32][C:33]([O:36][CH3:37])=[CH:34][CH:35]=3)[C:23]2=[O:38])[O:11]1)[OH:71])[C:64]([O:66][C:67]([CH3:69])([CH3:70])[CH3:68])=[O:65])=[O:63].